This data is from Reaction yield outcomes from USPTO patents with 853,638 reactions. The task is: Predict the reaction yield, written as a fraction of the theoretical maximum amount of product (1.0 means a 100% yield; for example, 0.34 means a 34% yield). The reactants are [C:1]([C:3]1[CH:4]=[C:5]2[C:10](=[CH:11][CH:12]=1)[N:9]=[C:8]([CH2:13][CH:14]([CH3:16])[CH3:15])[C:7]([CH2:17][NH:18][C:19](=[O:25])[O:20][C:21]([CH3:24])([CH3:23])[CH3:22])=[C:6]2[C:26]1[CH:31]=[CH:30][C:29]([CH3:32])=[CH:28][CH:27]=1)#[N:2].[N-:33]=[N+:34]=[N-:35].[Na+].[Cl-].[NH4+]. The catalyst is CS(C)=O. The product is [CH2:13]([C:8]1[C:7]([CH2:17][NH:18][C:19](=[O:25])[O:20][C:21]([CH3:24])([CH3:23])[CH3:22])=[C:6]([C:26]2[CH:31]=[CH:30][C:29]([CH3:32])=[CH:28][CH:27]=2)[C:5]2[C:10](=[CH:11][CH:12]=[C:3]([C:1]3[N:33]=[N:34][NH:35][N:2]=3)[CH:4]=2)[N:9]=1)[CH:14]([CH3:15])[CH3:16]. The yield is 0.570.